From a dataset of Reaction yield outcomes from USPTO patents with 853,638 reactions. Predict the reaction yield, written as a fraction of the theoretical maximum amount of product (1.0 means a 100% yield; for example, 0.34 means a 34% yield). (1) The reactants are [C:1]([O:5][C:6]([N:8]1[CH2:13][CH2:12][CH:11]([C:14]2[CH:19]=[CH:18][C:17]([NH2:20])=[C:16](Br)[N:15]=2)[CH2:10][CH2:9]1)=[O:7])([CH3:4])([CH3:3])[CH3:2].[C:22]1(B(O)O)[CH2:27][CH2:26][CH2:25][CH2:24][CH:23]=1. The catalyst is CCO.C1(C)C=CC=CC=1.C([O-])([O-])=O.[Na+].[Na+].CCOCC.[Cl-].[Na+].O.C1C=CC([P]([Pd]([P](C2C=CC=CC=2)(C2C=CC=CC=2)C2C=CC=CC=2)([P](C2C=CC=CC=2)(C2C=CC=CC=2)C2C=CC=CC=2)[P](C2C=CC=CC=2)(C2C=CC=CC=2)C2C=CC=CC=2)(C2C=CC=CC=2)C2C=CC=CC=2)=CC=1. The product is [C:1]([O:5][C:6]([N:8]1[CH2:13][CH2:12][CH:11]([C:14]2[CH:19]=[CH:18][C:17]([NH2:20])=[C:16]([C:22]3[CH2:27][CH2:26][CH2:25][CH2:24][CH:23]=3)[N:15]=2)[CH2:10][CH2:9]1)=[O:7])([CH3:4])([CH3:3])[CH3:2]. The yield is 0.740. (2) The yield is 0.520. The product is [NH2:23][C:24]1[N:32]=[C:31]2[C:27]([N:28]=[CH:29][NH:30]2)=[C:26]([NH:1][CH:2]([C:4]2[N:5]=[C:6]3[S:21][CH:20]=[C:19]([CH3:22])[N:7]3[C:8](=[O:18])[C:9]=2[C:10]2[CH:15]=[C:14]([F:16])[CH:13]=[C:12]([F:17])[CH:11]=2)[CH3:3])[N:25]=1. The reactants are [NH2:1][CH:2]([C:4]1[N:5]=[C:6]2[S:21][CH:20]=[C:19]([CH3:22])[N:7]2[C:8](=[O:18])[C:9]=1[C:10]1[CH:15]=[C:14]([F:16])[CH:13]=[C:12]([F:17])[CH:11]=1)[CH3:3].[NH2:23][C:24]1[N:32]=[C:31]2[C:27]([NH:28][CH:29]=[N:30]2)=[C:26](Br)[N:25]=1.C(N(CC)C(C)C)(C)C. The catalyst is C(O)C. (3) The reactants are [CH3:1][O:2][C:3](=[O:14])[C:4]1[CH:9]=[CH:8][C:7]([CH:10]=[CH:11][O:12]C)=[CH:6][CH:5]=1.Cl. The catalyst is C1COCC1.O. The product is [CH3:1][O:2][C:3](=[O:14])[C:4]1[CH:9]=[CH:8][C:7]([CH2:10][CH:11]=[O:12])=[CH:6][CH:5]=1. The yield is 0.710. (4) The reactants are [CH3:1][C:2]([C:4]1[CH:5]=[CH:6][C:7]([OH:11])=[CH:8][C:9]=1[OH:10])=[O:3].N1C[CH2:15][CH2:14][CH2:13]1.CC(C)=O. The catalyst is C1(C)C=CC=CC=1. The product is [OH:11][C:7]1[CH:8]=[C:9]2[C:4]([C:2](=[O:3])[CH2:1][C:14]([CH3:15])([CH3:13])[O:10]2)=[CH:5][CH:6]=1. The yield is 0.330. (5) The reactants are FC1C=CC(NC(=O)NC2C=CC(C3C=C4C(CN([C@@H](C(C)C)C(O)=O)C4=O)=CC=3)=CC=2)=CC=1.[Cl:35][C:36]1[CH:41]=[CH:40][C:39]([NH:42][C:43](=[O:69])[NH:44][C:45]2[CH:50]=[CH:49][C:48]([C:51]3[CH:59]=[C:58]4[C:54]([CH2:55][N:56]([C@@H:61]([CH:66]([CH3:68])[CH3:67])[C:62]([O:64]C)=[O:63])[C:57]4=[O:60])=[CH:53][CH:52]=3)=[CH:47][CH:46]=2)=[C:38]([O:70][C:71]2[CH:76]=[CH:75][CH:74]=[CH:73][CH:72]=2)[CH:37]=1. No catalyst specified. The product is [Cl:35][C:36]1[CH:41]=[CH:40][C:39]([NH:42][C:43](=[O:69])[NH:44][C:45]2[CH:46]=[CH:47][C:48]([C:51]3[CH:59]=[C:58]4[C:54]([CH2:55][N:56]([C@@H:61]([CH:66]([CH3:68])[CH3:67])[C:62]([OH:64])=[O:63])[C:57]4=[O:60])=[CH:53][CH:52]=3)=[CH:49][CH:50]=2)=[C:38]([O:70][C:71]2[CH:72]=[CH:73][CH:74]=[CH:75][CH:76]=2)[CH:37]=1. The yield is 0.820. (6) The reactants are [CH3:1][O:2][C:3](=[O:10])[CH2:4][C@@H:5]([CH3:9])[C:6](O)=[O:7].C(N(CC)CC)C.C(OC(Cl)=O)C(C)C.[Cl:26][C:27]1[CH:28]=[C:29]([CH:34]=[CH:35][CH:36]=1)[C:30]([NH:32]O)=[NH:31]. The catalyst is C1COCC1.C(OCC)(=O)C.CN(C=O)C. The product is [CH3:1][O:2][C:3](=[O:10])[CH2:4][C@H:5]([C:6]1[O:7][N:32]=[C:30]([C:29]2[CH:34]=[CH:35][CH:36]=[C:27]([Cl:26])[CH:28]=2)[N:31]=1)[CH3:9]. The yield is 0.950.